Dataset: Full USPTO retrosynthesis dataset with 1.9M reactions from patents (1976-2016). Task: Predict the reactants needed to synthesize the given product. (1) The reactants are: C([O:3][C:4](=O)[CH:5]=[C:6]1[CH2:9][CH:8]([C:10]2[CH:15]=[CH:14][CH:13]=[C:12]([C:16]3([C:24]4[CH:29]=[CH:28][C:27]([O:30][CH:31]([F:33])[F:32])=[CH:26][CH:25]=4)[C:20](=[O:21])[N:19]([CH3:22])[C:18]([NH2:23])=[N:17]3)[CH:11]=2)[CH2:7]1)C.[H-].C([Al+]CC(C)C)C(C)C. Given the product [NH2:23][C:18]1[N:19]([CH3:22])[C:20](=[O:21])[C:16]([C:24]2[CH:25]=[CH:26][C:27]([O:30][CH:31]([F:33])[F:32])=[CH:28][CH:29]=2)([C:12]2[CH:13]=[CH:14][CH:15]=[C:10]([CH:8]3[CH2:9][C:6](=[CH:5][CH2:4][OH:3])[CH2:7]3)[CH:11]=2)[N:17]=1, predict the reactants needed to synthesize it. (2) Given the product [CH2:23]1[C:24]2[C:29](=[CH:28][C:27]([O:4][C:1](=[O:3])[N:10]([CH3:11])[C@H:9]3[CH2:8][NH:7][C:6]3=[O:5])=[CH:26][CH:25]=2)[CH2:20][CH2:21][CH2:22]1, predict the reactants needed to synthesize it. The reactants are: [C:1]([O-:4])(=[O:3])C.[O:5]=[C:6]1[C@@H:9]([NH3+:10])[CH2:8][NH:7]1.[CH3:11]CN(C(C)C)C(C)C.[CH2:20]1[C:29]2[C:24](=[CH:25][C:26](C3C=CN(C([O-])=O)C(=O)C=3C)=[CH:27][CH:28]=2)[CH2:23][CH2:22][CH2:21]1. (3) Given the product [N+:1]([C:4]1[CH:5]=[C:6]([C:7]([N:16]2[CH2:21][CH2:20][CH2:19][CH2:18][CH2:17]2)=[O:9])[CH:10]=[CH:11][C:12]=1[N+:13]([O-:15])=[O:14])([O-:3])=[O:2], predict the reactants needed to synthesize it. The reactants are: [N+:1]([C:4]1[CH:5]=[C:6]([CH:10]=[CH:11][C:12]=1[N+:13]([O-:15])=[O:14])[C:7]([OH:9])=O)([O-:3])=[O:2].[NH:16]1[CH2:21][CH2:20][CH2:19][CH2:18][CH2:17]1. (4) Given the product [NH2:8][C:9]1[N:14]=[CH:13][C:12]([C:15]2[C:16]3[CH2:29][CH2:28][N:27]([C:30]4[CH:35]=[CH:34][C:33]([CH2:36][CH2:37][C:57]([N:59]5[CH2:60][CH2:61][NH:62][CH2:63][CH2:64]5)=[O:58])=[CH:32][CH:31]=4)[C:17]=3[N:18]=[C:19]([N:21]3[CH2:26][CH2:25][O:24][CH2:23][CH2:22]3)[N:20]=2)=[CH:11][N:10]=1, predict the reactants needed to synthesize it. The reactants are: COC1C=CC(C[N:8](CC2C=CC(OC)=CC=2)[C:9]2[N:14]=[CH:13][C:12]([C:15]3[C:16]4[CH2:29][CH2:28][N:27]([C:30]5[CH:35]=[CH:34][C:33]([CH2:36][CH2:37]C(O)=O)=[CH:32][CH:31]=5)[C:17]=4[N:18]=[C:19]([N:21]4[CH2:26][CH2:25][O:24][CH2:23][CH2:22]4)[N:20]=3)=[CH:11][N:10]=2)=CC=1.C(O[C:57]([N:59]1[CH2:64][CH2:63][NH:62][CH2:61][CH2:60]1)=[O:58])(C)(C)C.